This data is from Reaction yield outcomes from USPTO patents with 853,638 reactions. The task is: Predict the reaction yield, written as a fraction of the theoretical maximum amount of product (1.0 means a 100% yield; for example, 0.34 means a 34% yield). (1) The reactants are Cl[C:2]1[CH:7]=[CH:6][N:5]2[C:8]([C:11]3[CH:16]=[CH:15][C:14]([NH2:17])=[CH:13][CH:12]=3)=[CH:9][N:10]=[C:4]2[CH:3]=1.[N:18]1[CH:23]=[CH:22][CH:21]=[C:20](B(O)O)[CH:19]=1.P([O-])([O-])([O-])=O.[K+].[K+].[K+].C1(P(C2CCCCC2)C2C=CC=CC=2C2C(OC)=CC=CC=2OC)CCCCC1. The catalyst is C([O-])(=O)C.[Pd+2].C([O-])(=O)C.O.O1CCOCC1. The product is [N:18]1[CH:23]=[CH:22][CH:21]=[C:20]([C:2]2[CH:7]=[CH:6][N:5]3[C:8]([C:11]4[CH:16]=[CH:15][C:14]([NH2:17])=[CH:13][CH:12]=4)=[CH:9][N:10]=[C:4]3[CH:3]=2)[CH:19]=1. The yield is 0.660. (2) The reactants are [NH:1]1[CH2:6][CH2:5][CH:4]([C@H:7]2[C@H:16]3[CH2:17][CH2:18][N:19]([C:20]([C@H:22]4[CH2:27][CH2:26][CH2:25][CH2:24][C@H:23]4[NH:28][C:29](=[O:36])[C:30]4[CH:35]=[CH:34][CH:33]=[CH:32][CH:31]=4)=[O:21])[C@H:15]3[C:14]3[CH:13]=[CH:12][CH:11]=[CH:10][C:9]=3[NH:8]2)[CH2:3][CH2:2]1.C(N(CC)CC)C.[CH2:44]([N:46]=[C:47]=[O:48])[CH3:45].O1CCCC1. The catalyst is O. The product is [C:29]([NH:28][C@@H:23]1[CH2:24][CH2:25][CH2:26][CH2:27][C@@H:22]1[C:20]([N:19]1[C@@H:15]2[C@@H:16]([C@H:7]([CH:4]3[CH2:5][CH2:6][N:1]([C:47]([NH:46][CH2:44][CH3:45])=[O:48])[CH2:2][CH2:3]3)[NH:8][C:9]3[CH:10]=[CH:11][CH:12]=[CH:13][C:14]=32)[CH2:17][CH2:18]1)=[O:21])(=[O:36])[C:30]1[CH:31]=[CH:32][CH:33]=[CH:34][CH:35]=1. The yield is 0.870. (3) The reactants are [CH3:1][NH:2][C:3]([C@@H:5]1[CH2:9][CH2:8][CH2:7][C@@H:6]1[NH:10][C:11]1[C:16]([Cl:17])=[CH:15][N:14]=[C:13](Cl)[N:12]=1)=[O:4].[NH2:19][C:20]1[C:36]([O:37][CH3:38])=[CH:35][C:23]2[CH2:24][CH2:25][N:26]([CH2:29][C:30]([N:32]([CH3:34])[CH3:33])=[O:31])[CH2:27][CH2:28][C:22]=2[CH:21]=1.C12(CS(O)(=O)=O)C(C)(C)C(CC1)CC2=O. The catalyst is C(O)(C)C. The product is [CH3:1][NH:2][C:3]([C@@H:5]1[CH2:9][CH2:8][CH2:7][C@@H:6]1[NH:10][C:11]1[C:16]([Cl:17])=[CH:15][N:14]=[C:13]([NH:19][C:20]2[C:36]([O:37][CH3:38])=[CH:35][C:23]3[CH2:24][CH2:25][N:26]([CH2:29][C:30](=[O:31])[N:32]([CH3:33])[CH3:34])[CH2:27][CH2:28][C:22]=3[CH:21]=2)[N:12]=1)=[O:4]. The yield is 0.510. (4) The reactants are Br[C:2]1[CH:20]=[CH:19][C:5]([O:6][CH2:7][CH:8]2[CH2:13][CH2:12][N:11]([CH2:14][C:15]([F:18])([CH3:17])[CH3:16])[CH2:10][CH2:9]2)=[CH:4][C:3]=1[F:21].[CH2:22]([O:24][C:25]([C:27]1[CH:32]=[CH:31][C:30](B(O)O)=[CH:29][C:28]=1[F:36])=[O:26])[CH3:23].C([O-])([O-])=O.[Cs+].[Cs+]. The catalyst is C1C=CC(P(C2C=CC=CC=2)[C-]2C=CC=C2)=CC=1.C1C=CC(P(C2C=CC=CC=2)[C-]2C=CC=C2)=CC=1.Cl[Pd]Cl.[Fe+2].O. The product is [F:21][C:3]1[CH:4]=[C:5]([O:6][CH2:7][CH:8]2[CH2:13][CH2:12][N:11]([CH2:14][C:15]([F:18])([CH3:17])[CH3:16])[CH2:10][CH2:9]2)[CH:19]=[CH:20][C:2]=1[C:30]1[CH:31]=[CH:32][C:27]([C:25]([O:24][CH2:22][CH3:23])=[O:26])=[C:28]([F:36])[CH:29]=1. The yield is 0.460. (5) The reactants are [Br:1][C:2]1[CH:3]=[C:4]([Cl:18])[C:5]2[NH:6][C:7]3[C:12]([S:13][C:14]=2[CH:15]=1)=[CH:11][C:10]([Br:16])=[CH:9][C:8]=3[Cl:17].[CH3:19][C:20]([O:23][C:24](O[C:24]([O:23][C:20]([CH3:22])([CH3:21])[CH3:19])=[O:25])=[O:25])([CH3:22])[CH3:21]. The catalyst is CC#N.CN(C1C=CN=CC=1)C. The product is [Br:1][C:2]1[CH:3]=[C:4]([Cl:18])[C:5]2[N:6]([C:24]([O:23][C:20]([CH3:22])([CH3:21])[CH3:19])=[O:25])[C:7]3[C:12]([S:13][C:14]=2[CH:15]=1)=[CH:11][C:10]([Br:16])=[CH:9][C:8]=3[Cl:17]. The yield is 0.950.